Task: Predict the reactants needed to synthesize the given product.. Dataset: Retrosynthesis with 50K atom-mapped reactions and 10 reaction types from USPTO Given the product COC(=O)c1c(N)c(-c2ccc(-c3cccnc3)cc2)nc2ccc(F)cc12, predict the reactants needed to synthesize it. The reactants are: COC(=O)c1c(N)c(-c2ccc(I)cc2)nc2ccc(F)cc12.OB(O)c1cccnc1.